From a dataset of CYP1A2 inhibition data for predicting drug metabolism from PubChem BioAssay. Regression/Classification. Given a drug SMILES string, predict its absorption, distribution, metabolism, or excretion properties. Task type varies by dataset: regression for continuous measurements (e.g., permeability, clearance, half-life) or binary classification for categorical outcomes (e.g., BBB penetration, CYP inhibition). Dataset: cyp1a2_veith. (1) The molecule is C[C@H](CCC(=O)O)[C@H]1CC[C@@H]2[C@@H]3[C@@H](O)C[C@H]4C[C@@H](O)CC[C@@]4(C)[C@@H]3CC[C@]12C. The result is 0 (non-inhibitor). (2) The drug is O=c1c(CCc2ccccc2)nc2cnc(Oc3cccc(Cl)c3)nc2n1C[C@H]1CCCO1. The result is 1 (inhibitor). (3) The drug is Cc1cc(C)c(C#N)c(SCC(=O)C(C)(C)C)n1. The result is 1 (inhibitor).